This data is from Forward reaction prediction with 1.9M reactions from USPTO patents (1976-2016). The task is: Predict the product of the given reaction. (1) The product is: [CH2:22]([O:29][C:30]1[CH:35]=[CH:34][C:33]([C:36]2[NH:45][C:39]3[N:40]=[CH:41][N:42]=[C:43]([O:21][C:18]4[CH:19]=[CH:20][C:15]([N+:12]([O-:14])=[O:13])=[CH:16][CH:17]=4)[C:38]=3[CH:37]=2)=[CH:32][CH:31]=1)[C:23]1[CH:24]=[CH:25][CH:26]=[CH:27][CH:28]=1. Given the reactants C(=O)([O-])[O-].[K+].[K+].CN(C)C=O.[N+:12]([C:15]1[CH:20]=[CH:19][C:18]([OH:21])=[CH:17][CH:16]=1)([O-:14])=[O:13].[CH2:22]([O:29][C:30]1[CH:35]=[CH:34][C:33]([C:36]2[NH:45][C:39]3[N:40]=[CH:41][N:42]=[C:43](Cl)[C:38]=3[CH:37]=2)=[CH:32][CH:31]=1)[C:23]1[CH:28]=[CH:27][CH:26]=[CH:25][CH:24]=1, predict the reaction product. (2) Given the reactants Br[C:2]1[CH:7]=[CH:6][C:5]([NH:8][C:9]2[S:10][C:11]3[CH:17]=[C:16]([F:18])[CH:15]=[CH:14][C:12]=3[N:13]=2)=[C:4]([F:19])[CH:3]=1.[C:20]([O-:23])([O-])=[O:21].[Na+].[Na+].ClCCl.O1CCOC[CH2:30]1.[C:35]1(C)[CH:40]=[CH:39][CH:38]=[CH:37][CH:36]=1, predict the reaction product. The product is: [F:19][C:4]1[CH:3]=[C:2]([C:35]2[CH:40]=[CH:39][C:38]([C:20]([O:23][CH3:30])=[O:21])=[CH:37][CH:36]=2)[CH:7]=[CH:6][C:5]=1[NH:8][C:9]1[S:10][C:11]2[CH:17]=[C:16]([F:18])[CH:15]=[CH:14][C:12]=2[N:13]=1. (3) The product is: [Cl:17][C:4]1[CH:5]=[C:6]([C:7]([O:9][CH3:10])=[O:8])[CH:11]=[C:12]([C:13]([F:16])([F:15])[F:14])[C:3]=1[CH2:2][C:26]1[CH2:31][CH2:30][N:29]([C:32]([O:34][C:35]([CH3:38])([CH3:37])[CH3:36])=[O:33])[CH2:28][CH:27]=1. Given the reactants Br[CH2:2][C:3]1[C:12]([C:13]([F:16])([F:15])[F:14])=[CH:11][C:6]([C:7]([O:9][CH3:10])=[O:8])=[CH:5][C:4]=1[Cl:17].CC1(C)C(C)(C)OB([C:26]2[CH2:27][CH2:28][N:29]([C:32]([O:34][C:35]([CH3:38])([CH3:37])[CH3:36])=[O:33])[CH2:30][CH:31]=2)O1, predict the reaction product.